From a dataset of Forward reaction prediction with 1.9M reactions from USPTO patents (1976-2016). Predict the product of the given reaction. (1) The product is: [F:1][C:2]1[CH:3]=[C:4]([C:10](=[O:13])[CH2:11][C:29]2[CH:34]=[CH:33][CH:32]=[CH:31][CH:30]=2)[CH:5]=[CH:6][C:7]=1[S:8][CH3:9]. Given the reactants [F:1][C:2]1[CH:3]=[C:4]([CH:10]([O:13][Si](C)(C)C)[C:11]#N)[CH:5]=[CH:6][C:7]=1[S:8][CH3:9].C[Si](C)(C)[N-][Si](C)(C)C.[Li+].C(Br)[C:29]1[CH:34]=[CH:33][CH:32]=[CH:31][CH:30]=1.Cl, predict the reaction product. (2) Given the reactants S=[C:2]1[CH2:6][S:5][C:4](=[O:7])[NH:3]1.Cl.[O:9]1[CH:13]=[CH:12][C:11]([CH2:14][NH2:15])=[N:10]1.C(N(C(C)C)C(C)C)C, predict the reaction product. The product is: [O:9]1[CH:13]=[CH:12][C:11]([CH2:14][NH:15][C:2]2[CH2:6][S:5][C:4](=[O:7])[N:3]=2)=[N:10]1. (3) Given the reactants [CH3:1][O:2][C:3]1[CH:4]=[C:5]([CH:17]=[CH:18][C:19]=1[O:20][CH2:21][C:22]1[N:23]=[C:24](C2C=CC=CC=2)[O:25][C:26]=1[CH3:27])[CH2:6][O:7][C:8]1[C:13]([CH2:14][C:15]#N)=[CH:12][CH:11]=[CH:10][N:9]=1.[CH2:34](O)[CH3:35].[OH-:37].[K+].Cl.[OH2:40], predict the reaction product. The product is: [CH3:1][O:2][C:3]1[CH:4]=[C:5]([CH:17]=[CH:18][C:19]=1[O:20][CH2:21][C:22]1[N:23]=[C:24]([C:35]2[CH:34]=[CH:18][CH:19]=[CH:3][CH:4]=2)[O:25][C:26]=1[CH3:27])[CH2:6][O:7][C:8]1[C:13]([CH2:14][C:15]([OH:40])=[O:37])=[CH:12][CH:11]=[CH:10][N:9]=1. (4) Given the reactants [Mn]([O-])(=O)(=O)=O.[K+].[O:7]1[C:12]2[CH:13]=[CH:14][C:15]([CH:17]=[O:18])=[CH:16][C:11]=2[O:10][CH2:9][CH2:8]1.[OH-:19].[K+], predict the reaction product. The product is: [CH2:8]1[O:7][C:12]2[CH:13]=[CH:14][C:15]([C:17]([OH:19])=[O:18])=[CH:16][C:11]=2[O:10][CH2:9]1. (5) Given the reactants [F:1][C:2]1[CH:7]=[CH:6][CH:5]=[CH:4][C:3]=1[N:8]1[C:13]2[CH:14]=[CH:15][CH:16]=[CH:17][C:12]=2[CH2:11][NH:10][S:9]1(=[O:19])=[O:18].C(=O)([O-])[O-].[K+].[K+].Br[CH2:27][CH2:28][C@@H:29]1[O:31][CH2:30]1, predict the reaction product. The product is: [F:1][C:2]1[CH:7]=[CH:6][CH:5]=[CH:4][C:3]=1[N:8]1[C:13]2[CH:14]=[CH:15][CH:16]=[CH:17][C:12]=2[CH2:11][N:10]([CH2:27][CH2:28][C@H:29]2[CH2:30][O:31]2)[S:9]1(=[O:19])=[O:18]. (6) Given the reactants [Cl:1][C:2]1[CH:7]=[CH:6][C:5]([S:8]([NH:11][C@@H:12]2[CH2:17][CH2:16][CH2:15][CH2:14][C@@H:13]2[C:18]([NH2:20])=[O:19])(=[O:10])=[O:9])=[CH:4][CH:3]=1.Br[CH2:22][C:23]1[CH:28]=[CH:27][C:26]([O:29][C:30]([F:33])([F:32])[F:31])=[C:25]([Cl:34])[CH:24]=1, predict the reaction product. The product is: [Cl:1][C:2]1[CH:7]=[CH:6][C:5]([S:8]([N:11]([CH2:22][C:23]2[CH:28]=[CH:27][C:26]([O:29][C:30]([F:31])([F:32])[F:33])=[C:25]([Cl:34])[CH:24]=2)[C@@H:12]2[CH2:17][CH2:16][CH2:15][CH2:14][C@@H:13]2[C:18]([NH2:20])=[O:19])(=[O:9])=[O:10])=[CH:4][CH:3]=1. (7) The product is: [C:28]([S:27][CH:15]([CH2:16][CH2:17][S:18][C:19](=[O:26])[C:20]1[CH:21]=[CH:22][CH:23]=[CH:24][CH:25]=1)[CH2:14][CH2:13][CH2:12][CH2:11][C:10]([OH:36])=[O:9])(=[O:35])[C:29]1[CH:30]=[CH:31][CH:32]=[CH:33][CH:34]=1. Given the reactants C([O:9][C:10](=[O:36])[CH2:11][CH2:12][CH2:13][CH2:14][CH:15]([S:27][C:28](=[O:35])[C:29]1[CH:34]=[CH:33][CH:32]=[CH:31][CH:30]=1)[CH2:16][CH2:17][S:18][C:19](=[O:26])[C:20]1[CH:25]=[CH:24][CH:23]=[CH:22][CH:21]=1)(=O)C1C=CC=CC=1, predict the reaction product. (8) Given the reactants [Cl:1][C:2]1[NH:3][C:4]([NH2:11])=[C:5]2[C:9]([N:10]=1)=[N:8][CH:7]=[N:6]2.C(=O)([O-])[O-].[K+].[K+].Br[CH2:19][CH:20]1[CH2:25][CH2:24][O:23][CH2:22][CH2:21]1, predict the reaction product. The product is: [Cl:1][C:2]1[N:10]=[C:9]2[C:5]([N:6]=[CH:7][N:8]2[CH2:19][CH:20]2[CH2:25][CH2:24][O:23][CH2:22][CH2:21]2)=[C:4]([NH2:11])[N:3]=1. (9) The product is: [CH:1]1([N:6]2[CH2:11][CH2:10][N:9]([C:12]3[CH:17]=[CH:16][C:15]([B:19]4[O:23][C:22]([CH3:25])([CH3:24])[C:21]([CH3:27])([CH3:26])[O:20]4)=[CH:14][CH:13]=3)[CH2:8][CH2:7]2)[CH2:5][CH2:4][CH2:3][CH2:2]1. Given the reactants [CH:1]1([N:6]2[CH2:11][CH2:10][N:9]([C:12]3[CH:17]=[CH:16][C:15](I)=[CH:14][CH:13]=3)[CH2:8][CH2:7]2)[CH2:5][CH2:4][CH2:3][CH2:2]1.[B:19]1([B:19]2[O:23][C:22]([CH3:25])([CH3:24])[C:21]([CH3:27])([CH3:26])[O:20]2)[O:23][C:22]([CH3:25])([CH3:24])[C:21]([CH3:27])([CH3:26])[O:20]1.CC([O-])=O.[K+], predict the reaction product.